The task is: Predict which catalyst facilitates the given reaction.. This data is from Catalyst prediction with 721,799 reactions and 888 catalyst types from USPTO. (1) Reactant: C(=O)([O-])[O-].[K+].[K+].[CH2:7]([N:9]=[C:10]=[O:11])[CH3:8].[N+:12]([C:15]1[CH:20]=[C:19]([N+:21]([O-:23])=[O:22])[CH:18]=[C:17]([C:24]([F:27])([F:26])[F:25])[C:16]=1[O:28][C:29]1[CH:33]=[C:32]([CH3:34])[NH:31][N:30]=1)([O-:14])=[O:13].Cl. Product: [CH2:7]([NH:9][C:10]([N:31]1[C:32]([CH3:34])=[CH:33][C:29]([O:28][C:16]2[C:17]([C:24]([F:26])([F:27])[F:25])=[CH:18][C:19]([N+:21]([O-:23])=[O:22])=[CH:20][C:15]=2[N+:12]([O-:14])=[O:13])=[N:30]1)=[O:11])[CH3:8]. The catalyst class is: 13. (2) Reactant: [C:1]1([C:7]2[C:8]([N:21]3[CH2:26][CH2:25][CH2:24][CH2:23][CH2:22]3)=[N:9][C:10]3[C:15]([N:16]=2)=[CH:14][C:13]([C:17]([O:19]C)=[O:18])=[CH:12][CH:11]=3)[CH:6]=[CH:5][CH:4]=[CH:3][CH:2]=1.[OH-].[Na+].Cl. Product: [C:1]1([C:7]2[C:8]([N:21]3[CH2:26][CH2:25][CH2:24][CH2:23][CH2:22]3)=[N:9][C:10]3[C:15]([N:16]=2)=[CH:14][C:13]([C:17]([OH:19])=[O:18])=[CH:12][CH:11]=3)[CH:2]=[CH:3][CH:4]=[CH:5][CH:6]=1. The catalyst class is: 5. (3) Reactant: [Br:1][C:2]1[CH:3]=[CH:4][C:5]([F:11])=[C:6]([CH:10]=1)[C:7]([OH:9])=O.Cl.Cl.[CH3:14][O:15][C:16]1[CH:17]=[C:18]([NH2:23])[C:19]([NH2:22])=[CH:20][CH:21]=1.CN(C(ON1N=NC2C=CC=NC1=2)=[N+](C)C)C.F[P-](F)(F)(F)(F)F.O. Product: [NH2:22][C:19]1[CH:20]=[CH:21][C:16]([O:15][CH3:14])=[CH:17][C:18]=1[NH:23][C:7](=[O:9])[C:6]1[CH:10]=[C:2]([Br:1])[CH:3]=[CH:4][C:5]=1[F:11]. The catalyst class is: 139. (4) Reactant: Cl[CH2:2][C:3]([NH:5][C:6]1[CH:27]=[CH:26][C:9]2[N:10]=[C:11]([NH:14][CH:15]3[C:23]4[C:18](=[CH:19][CH:20]=[CH:21][C:22]=4[O:24][CH3:25])[CH2:17][CH2:16]3)[O:12][CH2:13][C:8]=2[CH:7]=1)=[O:4].[CH3:28][N:29]1[CH2:34][CH2:33][NH:32][CH2:31][CH:30]1[CH2:35][OH:36].C(N(C(C)C)CC)(C)C. Product: [OH:36][CH2:35][CH:30]1[N:29]([CH3:28])[CH2:34][CH2:33][N:32]([CH2:2][C:3]([NH:5][C:6]2[CH:27]=[CH:26][C:9]3[N:10]=[C:11]([NH:14][CH:15]4[C:23]5[C:18](=[CH:19][CH:20]=[CH:21][C:22]=5[O:24][CH3:25])[CH2:17][CH2:16]4)[O:12][CH2:13][C:8]=3[CH:7]=2)=[O:4])[CH2:31]1. The catalyst class is: 10.